Dataset: Catalyst prediction with 721,799 reactions and 888 catalyst types from USPTO. Task: Predict which catalyst facilitates the given reaction. Reactant: [CH2:1]1[C:4]2(OCC[O:5]2)[CH2:3][CH:2]1[N:9]1[CH:13]=[C:12]([I:14])[CH:11]=[N:10]1.C1(C)C=CC(S([O-])(=O)=O)=CC=1.[NH+]1C=CC=CC=1. Product: [I:14][C:12]1[CH:11]=[N:10][N:9]([CH:2]2[CH2:1][C:4](=[O:5])[CH2:3]2)[CH:13]=1. The catalyst class is: 38.